From a dataset of Full USPTO retrosynthesis dataset with 1.9M reactions from patents (1976-2016). Predict the reactants needed to synthesize the given product. (1) Given the product [Br:2][C:3]1[CH:4]=[C:5]2[C:9](=[CH:10][CH:11]=1)[N:8]([C:14]1[CH:20]=[CH:18][CH:17]=[CH:16][CH:15]=1)[N:7]=[C:6]2[CH3:12], predict the reactants needed to synthesize it. The reactants are: Cl.[Br:2][C:3]1[CH:4]=[C:5]2[C:9](=[CH:10][CH:11]=1)[NH:8][N:7]=[C:6]2[CH3:12].N1[CH:18]=[CH:17][CH:16]=[CH:15][CH:14]=1.Cl[CH2:20]Cl. (2) Given the product [Cl:1][C:2]1[CH:3]=[CH:4][CH:5]=[C:6]2[C:11]=1[CH:10]=[C:9]([OH:12])[CH:8]=[CH:7]2, predict the reactants needed to synthesize it. The reactants are: [Cl:1][C:2]1[CH:3]=[CH:4][CH:5]=[C:6]2[C:11]=1[CH:10]=[C:9]([O:12]C)[CH:8]=[CH:7]2.B(Br)(Br)Br. (3) Given the product [CH3:41][N:42]1[CH2:1][CH2:2][N:3]([C:4]2[CH:5]=[CH:21][C:20]([C:23]3[CH:38]=[N:37][C:26]4[NH:27][C:28]5[CH:33]=[N:32][C:31]([C:34]([NH2:78])=[O:35])=[CH:30][C:29]=5[C:25]=4[CH:24]=3)=[CH:19][CH:6]=2)[CH2:7][CH2:9]1, predict the reactants needed to synthesize it. The reactants are: [CH3:1][CH2:2][N:3]([CH:7]([CH3:9])C)[CH:4]([CH3:6])[CH3:5].CN1CCN(C2C=[CH:21][C:20]([C:23]3[CH:38]=[N:37][C:26]4[NH:27][C:28]5[CH:33]=[N:32][C:31]([C:34](O)=[O:35])=[CH:30][C:29]=5[C:25]=4[CH:24]=3)=[CH:19]C=2)CC1.C1C[N:42]([P+](ON2N=NC3C=CC=CC2=3)(N2CCCC2)N2CCCC2)[CH2:41]C1.F[P-](F)(F)(F)(F)F.C1C=CC2N(O)N=[N:78]C=2C=1.N.O1CCOCC1.S(=O)(=O)(O)O. (4) Given the product [Cl:68][C:62]1[CH:63]=[CH:64][CH:65]=[C:66]([Cl:67])[C:61]=1[C:60]([NH:59][C@H:58]([C:70]([OH:72])=[O:71])[CH2:57][C:54]1[N:55]=[CH:56][C:51]([C:48]2[CH2:49][CH2:50][N:45]([C:20]([C:13]3[C:14]4[C:19](=[CH:18][CH:17]=[CH:16][CH:15]=4)[N:10]=[CH:11][CH:12]=3)=[O:22])[CH2:46][CH:47]=2)=[CH:52][CH:53]=1)=[O:69], predict the reactants needed to synthesize it. The reactants are: CCN(C(C)C)C(C)C.[N:10]1[C:19]2[C:14](=[CH:15][CH:16]=[CH:17][CH:18]=2)[C:13]([C:20]([OH:22])=O)=[CH:12][CH:11]=1.CN(C(ON1N=NC2C=CC=CC1=2)=[N+](C)C)C.[B-](F)(F)(F)F.[NH:45]1[CH2:50][CH:49]=[C:48]([C:51]2[CH:52]=[CH:53][C:54]([CH2:57][C@@H:58]([C:70]([O:72]C)=[O:71])[NH:59][C:60](=[O:69])[C:61]3[C:66]([Cl:67])=[CH:65][CH:64]=[CH:63][C:62]=3[Cl:68])=[N:55][CH:56]=2)[CH2:47][CH2:46]1.[Li+].[OH-].